This data is from Full USPTO retrosynthesis dataset with 1.9M reactions from patents (1976-2016). The task is: Predict the reactants needed to synthesize the given product. (1) The reactants are: C(OC([N:8]1[CH2:11][CH:10]([NH:12][C:13]2[CH:14]=[C:15]3[C:24](=[CH:25][C:26]=2[C:27]2[CH:32]=[CH:31][CH:30]=[CH:29][CH:28]=2)[O:23][CH2:22][C:21]2[N:16]3[C@H:17]([CH3:34])[C:18](=[O:33])[NH:19][N:20]=2)[CH2:9]1)=O)(C)(C)C.[C:35]([OH:41])([C:37]([F:40])([F:39])[F:38])=[O:36]. Given the product [F:38][C:37]([F:40])([F:39])[C:35]([OH:41])=[O:36].[NH:8]1[CH2:9][CH:10]([NH:12][C:13]2[CH:14]=[C:15]3[C:24](=[CH:25][C:26]=2[C:27]2[CH:32]=[CH:31][CH:30]=[CH:29][CH:28]=2)[O:23][CH2:22][C:21]2[N:16]3[C@H:17]([CH3:34])[C:18](=[O:33])[NH:19][N:20]=2)[CH2:11]1, predict the reactants needed to synthesize it. (2) Given the product [C:1]([C@H:5]1[CH2:10][CH2:9][C@H:8]([O:11][C:12]2[CH:13]=[C:14]3[C:19](=[CH:20][CH:21]=2)[CH:18]=[C:17]([CH:22]([N:27]2[CH2:32][CH2:31][CH:30]([C:33]([OH:35])=[O:34])[CH2:29][CH2:28]2)[C:23]([F:25])([F:26])[F:24])[CH:16]=[CH:15]3)[CH2:7][CH2:6]1)([CH3:4])([CH3:2])[CH3:3], predict the reactants needed to synthesize it. The reactants are: [C:1]([C@H:5]1[CH2:10][CH2:9][C@H:8]([O:11][C:12]2[CH:13]=[C:14]3[C:19](=[CH:20][CH:21]=2)[CH:18]=[C:17]([CH:22]([N:27]2[CH2:32][CH2:31][CH:30]([C:33]([O:35]C)=[O:34])[CH2:29][CH2:28]2)[C:23]([F:26])([F:25])[F:24])[CH:16]=[CH:15]3)[CH2:7][CH2:6]1)([CH3:4])([CH3:3])[CH3:2].[OH-].[Na+].O.Cl. (3) Given the product [C:1]([O:5][C:6]([CH:7]1[NH:8][CH:9]([CH2:10][C:11]([CH3:14])([CH3:13])[CH3:12])[C:21]2([C:20]3[C:24](=[CH:25][C:17]([Cl:16])=[CH:18][CH:19]=3)[NH:23][C:22]2=[O:26])[CH:27]1[C:28]1[CH:33]=[CH:32][CH:31]=[C:30]([Cl:34])[C:29]=1[F:35])=[O:15])([CH3:4])([CH3:3])[CH3:2], predict the reactants needed to synthesize it. The reactants are: [C:1]([O:5][C:6](=[O:15])[CH2:7]/[N:8]=[CH:9]/[CH2:10][C:11]([CH3:14])([CH3:13])[CH3:12])([CH3:4])([CH3:3])[CH3:2].[Cl:16][C:17]1[CH:25]=[C:24]2[C:20](/[C:21](=[CH:27]/[C:28]3[CH:33]=[CH:32][CH:31]=[C:30]([Cl:34])[C:29]=3[F:35])/[C:22](=[O:26])[NH:23]2)=[CH:19][CH:18]=1.C(N(CC)CC)C.N12CCCN=C1CCCCC2. (4) Given the product [Br:13][C:14]1[CH:15]=[C:16]([C@H:20]([C@@H:29]([C:28]2[CH:31]=[CH:32][C:25]([F:24])=[CH:26][CH:27]=2)[OH:30])[C:21]([OH:23])=[O:22])[CH:17]=[N:18][CH:19]=1, predict the reactants needed to synthesize it. The reactants are: C(NC(C)C)(C)C.C([Li])CCC.[Br:13][C:14]1[CH:15]=[C:16]([CH2:20][C:21]([OH:23])=[O:22])[CH:17]=[N:18][CH:19]=1.[F:24][C:25]1[CH:32]=[CH:31][C:28]([CH:29]=[O:30])=[CH:27][CH:26]=1. (5) The reactants are: [C:1]([NH2:9])(=[S:8])[C:2]1[CH:7]=[CH:6][N:5]=[CH:4][CH:3]=1.Cl[CH2:11][C:12]([C:14]1[CH2:18][CH:17]([C:19]2[CH:24]=[CH:23][CH:22]=[CH:21][CH:20]=2)[O:16][N:15]=1)=O. Given the product [C:19]1([CH:17]2[O:16][N:15]=[C:14]([C:12]3[N:9]=[C:1]([C:2]4[CH:7]=[CH:6][N:5]=[CH:4][CH:3]=4)[S:8][CH:11]=3)[CH2:18]2)[CH:20]=[CH:21][CH:22]=[CH:23][CH:24]=1, predict the reactants needed to synthesize it. (6) Given the product [CH3:36][C:31]1[CH:32]=[CH:33][CH:34]=[CH:35][C:30]=1[NH:29][C:27](=[O:28])[O:26][CH2:25][C@H:15]1[CH2:14][C@@H:13]([NH:12][S:9]([C:3]2[CH:4]=[C:5]([Br:8])[CH:6]=[CH:7][C:2]=2[Br:1])(=[O:10])=[O:11])[CH2:17][N:16]1[C:18]#[N:40], predict the reactants needed to synthesize it. The reactants are: [Br:1][C:2]1[CH:7]=[CH:6][C:5]([Br:8])=[CH:4][C:3]=1[S:9]([NH:12][C@H:13]1[CH2:17][N:16]([C:18](OC(C)(C)C)=O)[C@@H:15]([CH2:25][O:26][C:27]([NH:29][C:30]2[CH:35]=[CH:34][CH:33]=[CH:32][C:31]=2[CH3:36])=[O:28])[CH2:14]1)(=[O:11])=[O:10].Cl.CC[N:40](C(C)C)C(C)C.BrC#N.C(O)C(N)(CO)CO. (7) Given the product [Br:16][C:13]1[CH:14]=[CH:15][C:10]([N:6]2[C:5]([C:3]([OH:4])=[O:2])=[CH:9][N:8]=[N:7]2)=[CH:11][CH:12]=1, predict the reactants needed to synthesize it. The reactants are: C[O:2][C:3]([C:5]1[N:6]([C:10]2[CH:15]=[CH:14][C:13]([Br:16])=[CH:12][CH:11]=2)[N:7]=[N:8][CH:9]=1)=[O:4].[Li+].[OH-].